This data is from Peptide-MHC class I binding affinity with 185,985 pairs from IEDB/IMGT. The task is: Regression. Given a peptide amino acid sequence and an MHC pseudo amino acid sequence, predict their binding affinity value. This is MHC class I binding data. (1) The peptide sequence is TLSERISSK. The MHC is HLA-A03:01 with pseudo-sequence HLA-A03:01. The binding affinity (normalized) is 0.832. (2) The peptide sequence is DVAAMSGYY. The MHC is HLA-A01:01 with pseudo-sequence HLA-A01:01. The binding affinity (normalized) is 0.467. (3) The peptide sequence is GPAFVRTKL. The MHC is HLA-B18:01 with pseudo-sequence HLA-B18:01. The binding affinity (normalized) is 0.0847. (4) The peptide sequence is WRNATIPLFC. The MHC is Mamu-A2201 with pseudo-sequence Mamu-A2201. The binding affinity (normalized) is 0. (5) The peptide sequence is ALLSCLTTPA. The MHC is HLA-A02:02 with pseudo-sequence HLA-A02:02. The binding affinity (normalized) is 0.438. (6) The peptide sequence is DPKKTGGPI. The MHC is HLA-B15:17 with pseudo-sequence HLA-B15:17. The binding affinity (normalized) is 0.0847. (7) The binding affinity (normalized) is 0.501. The MHC is HLA-A03:01 with pseudo-sequence HLA-A03:01. The peptide sequence is LLCLIFLLV. (8) The peptide sequence is SVNCFTSLVWAPL. The MHC is HLA-A68:01 with pseudo-sequence HLA-A68:01. The binding affinity (normalized) is 0.420. (9) The peptide sequence is SMFDSWGPF. The MHC is HLA-C15:02 with pseudo-sequence HLA-C15:02. The binding affinity (normalized) is 0.0847.